From a dataset of Forward reaction prediction with 1.9M reactions from USPTO patents (1976-2016). Predict the product of the given reaction. (1) Given the reactants [CH3:1][O:2][C:3]1[CH:4]=[C:5]([C:14]([OH:16])=[O:15])[C:6](=[CH:10][C:11]=1[O:12][CH3:13])[C:7]([OH:9])=O.S(=O)(=O)(O)O.[N+:22]([O-])([OH:24])=[O:23], predict the reaction product. The product is: [CH3:13][O:12][C:11]1[C:10]([N+:22]([O-:24])=[O:23])=[C:6]2[C:5](=[CH:4][C:3]=1[O:2][CH3:1])[C:14](=[O:15])[O:16][C:7]2=[O:9]. (2) Given the reactants [OH:1][CH2:2][CH:3]1[CH2:8][CH2:7][CH2:6][NH:5][C:4]1=[O:9].N1C=CN=C1.[Si:15](Cl)([C:28]([CH3:31])([CH3:30])[CH3:29])([C:22]1[CH:27]=[CH:26][CH:25]=[CH:24][CH:23]=1)[C:16]1[CH:21]=[CH:20][CH:19]=[CH:18][CH:17]=1.O, predict the reaction product. The product is: [Si:15]([O:1][CH2:2][CH:3]1[CH2:8][CH2:7][CH2:6][NH:5][C:4]1=[O:9])([C:28]([CH3:31])([CH3:30])[CH3:29])([C:22]1[CH:23]=[CH:24][CH:25]=[CH:26][CH:27]=1)[C:16]1[CH:21]=[CH:20][CH:19]=[CH:18][CH:17]=1.